Dataset: Full USPTO retrosynthesis dataset with 1.9M reactions from patents (1976-2016). Task: Predict the reactants needed to synthesize the given product. Given the product [Cl:34][C:35]1[N:40]=[C:39]([C:41]2[O:45][C:44]([C:46]([CH3:49])([CH3:48])[CH3:47])=[N:43][C:42]=2[C:50]2[C:51]([F:57])=[C:52]([NH:53][S:23]([C:26]3[C:31]([F:32])=[CH:30][CH:29]=[CH:28][C:27]=3[F:33])(=[O:25])=[O:24])[CH:54]=[CH:55][CH:56]=2)[CH:38]=[CH:37][N:36]=1, predict the reactants needed to synthesize it. The reactants are: ClC1N=C(C2SC(C(C)C)=NC=2C2C=C(N[S:23]([C:26]3[C:31]([F:32])=[CH:30][CH:29]=[CH:28][C:27]=3[F:33])(=[O:25])=[O:24])C=CC=2)C=CN=1.[Cl:34][C:35]1[N:40]=[C:39]([C:41]2[O:45][C:44]([C:46]([CH3:49])([CH3:48])[CH3:47])=[N:43][C:42]=2[C:50]2[C:51]([F:57])=[C:52]([CH:54]=[CH:55][CH:56]=2)[NH2:53])[CH:38]=[CH:37][N:36]=1.FC1C=CC=C(F)C=1S(Cl)(=O)=O.